From a dataset of Catalyst prediction with 721,799 reactions and 888 catalyst types from USPTO. Predict which catalyst facilitates the given reaction. (1) Reactant: [Cl:1][CH2:2][C:3](=[CH2:36])[CH2:4][O:5][C:6]1[CH:35]=[CH:34][C:9]([CH2:10][NH:11][C:12]2[N:17]=[C:16]([O:18][CH2:19][C:20]([F:23])([F:22])[F:21])[N:15]=[C:14]([NH:24][C:25]3[CH:33]=[CH:32][C:28]([C:29](O)=[O:30])=[CH:27][CH:26]=3)[N:13]=2)=[CH:8][CH:7]=1.CN(C(ON1N=NC2C=CC=CC1=2)=[N+](C)C)C.[B-](F)(F)(F)F.[C:59]([O:63][C:64](=[O:72])[NH:65][CH2:66][C:67]([CH3:71])([CH3:70])[CH2:68][NH2:69])([CH3:62])([CH3:61])[CH3:60].CCN(C(C)C)C(C)C. Product: [Cl:1][CH2:2][C:3](=[CH2:36])[CH2:4][O:5][C:6]1[CH:35]=[CH:34][C:9]([CH2:10][NH:11][C:12]2[N:17]=[C:16]([O:18][CH2:19][C:20]([F:23])([F:21])[F:22])[N:15]=[C:14]([NH:24][C:25]3[CH:26]=[CH:27][C:28]([C:29]([NH:69][CH2:68][C:67]([CH3:71])([CH3:70])[CH2:66][NH:65][C:64](=[O:72])[O:63][C:59]([CH3:61])([CH3:60])[CH3:62])=[O:30])=[CH:32][CH:33]=3)[N:13]=2)=[CH:8][CH:7]=1. The catalyst class is: 179. (2) Reactant: [CH3:1][O:2][C:3]1[CH:4]=[C:5]([NH:11][C:12]2[N:17]=[C:16]([N:18]3[C:22]([CH3:23])=[CH:21][C:20]([C:24]([F:27])([F:26])[F:25])=[N:19]3)[C:15]([C:28]3[CH:29]=[C:30]([C:36]([OH:38])=O)[C:31]([O:34][CH3:35])=[N:32][CH:33]=3)=[CH:14][N:13]=2)[CH:6]=[C:7]([O:9][CH3:10])[CH:8]=1.[NH:39]1[CH:43]=[C:42]([S:44]([NH2:47])(=[O:46])=[O:45])[CH:41]=[N:40]1.C(N(CC)CC)C.[I-].ClC1C=CC=C[N+]=1C. Product: [CH3:10][O:9][C:7]1[CH:6]=[C:5]([NH:11][C:12]2[N:17]=[C:16]([N:18]3[C:22]([CH3:23])=[CH:21][C:20]([C:24]([F:27])([F:26])[F:25])=[N:19]3)[C:15]([C:28]3[CH:29]=[C:30]([C:36]([NH:47][S:44]([C:42]4[CH:43]=[N:39][NH:40][CH:41]=4)(=[O:46])=[O:45])=[O:38])[C:31]([O:34][CH3:35])=[N:32][CH:33]=3)=[CH:14][N:13]=2)[CH:4]=[C:3]([O:2][CH3:1])[CH:8]=1. The catalyst class is: 172.